Dataset: Full USPTO retrosynthesis dataset with 1.9M reactions from patents (1976-2016). Task: Predict the reactants needed to synthesize the given product. (1) The reactants are: [CH2:1]([OH:5])[C:2]#[C:3][CH3:4].[H-].[Na+].F[C:9]1[CH:14]=[CH:13][C:12]([S:15]([CH3:18])(=[O:17])=[O:16])=[CH:11][C:10]=1[C:19]1[CH:20]=[C:21]([CH3:27])[C:22](=[O:26])[N:23]([CH3:25])[CH:24]=1. Given the product [CH2:1]([O:5][C:9]1[CH:14]=[CH:13][C:12]([S:15]([CH3:18])(=[O:17])=[O:16])=[CH:11][C:10]=1[C:19]1[CH:20]=[C:21]([CH3:27])[C:22](=[O:26])[N:23]([CH3:25])[CH:24]=1)[C:2]#[C:3][CH3:4], predict the reactants needed to synthesize it. (2) Given the product [F:14][C:15]1[CH:16]=[N:17][C:18]2[C:23]([C:24]=1[CH2:25][CH2:26][C:27]13[CH2:34][CH2:33][C:30]([NH:35][CH2:12][C:10]4[CH:9]=[CH:8][C:5]5[S:6][CH2:7][C:2](=[O:1])[NH:3][C:4]=5[N:11]=4)([CH2:31][CH2:32]1)[CH2:29][O:28]3)=[N:22][C:21]([O:36][CH3:37])=[CH:20][CH:19]=2, predict the reactants needed to synthesize it. The reactants are: [O:1]=[C:2]1[CH2:7][S:6][C:5]2[CH:8]=[CH:9][C:10]([CH:12]=O)=[N:11][C:4]=2[NH:3]1.[F:14][C:15]1[CH:16]=[N:17][C:18]2[C:23]([C:24]=1[CH2:25][CH2:26][C:27]13[CH2:34][CH2:33][C:30]([NH2:35])([CH2:31][CH2:32]1)[CH2:29][O:28]3)=[N:22][C:21]([O:36][CH3:37])=[CH:20][CH:19]=2.C(O[BH-](OC(=O)C)OC(=O)C)(=O)C.[Na+].O. (3) Given the product [F:16][C:11]1[CH:10]=[C:9]([CH:14]=[CH:13][C:12]=1[F:15])[O:8][C:5]1[CH:6]=[CH:7][C:2]([NH:29][C:28]2[CH:30]=[CH:31][CH:32]=[C:26]([O:25][CH2:24][CH2:23][N:17]3[CH2:18][CH2:19][O:20][CH2:21][CH2:22]3)[CH:27]=2)=[N:3][CH:4]=1, predict the reactants needed to synthesize it. The reactants are: Cl[C:2]1[CH:7]=[CH:6][C:5]([O:8][C:9]2[CH:14]=[CH:13][C:12]([F:15])=[C:11]([F:16])[CH:10]=2)=[CH:4][N:3]=1.[N:17]1([CH2:23][CH2:24][O:25][C:26]2[CH:27]=[C:28]([CH:30]=[CH:31][CH:32]=2)[NH2:29])[CH2:22][CH2:21][O:20][CH2:19][CH2:18]1.C1(P(C2C=CC=CC=2)C2C3OC4C(=CC=CC=4P(C4C=CC=CC=4)C4C=CC=CC=4)C(C)(C)C=3C=CC=2)C=CC=CC=1.C(=O)([O-])[O-].[Cs+].[Cs+]. (4) The reactants are: [CH2:1]([O:8][C:9]([C@@H:11]1[CH2:14][C@H:13]([C:15]([OH:17])=[O:16])[C:12]1([CH3:19])[CH3:18])=[O:10])[C:2]1[CH:7]=[CH:6][CH:5]=[CH:4][CH:3]=1.C(N(CC)CC)C.[Cl:27][C:28]1[CH:36]=[C:35]([Cl:37])[CH:34]=[C:33]([Cl:38])[C:29]=1[C:30](Cl)=[O:31]. Given the product [Cl:27][C:28]1[CH:36]=[C:35]([Cl:37])[CH:34]=[C:33]([Cl:38])[C:29]=1[C:30]([O:17][C:15]([C@H:13]1[CH2:14][C@@H:11]([C:9]([O:8][CH2:1][C:2]2[CH:3]=[CH:4][CH:5]=[CH:6][CH:7]=2)=[O:10])[C:12]1([CH3:19])[CH3:18])=[O:16])=[O:31], predict the reactants needed to synthesize it. (5) The reactants are: [CH3:1][O:2][C:3]1[CH:4]=[C:5]([C:9]2[C:17]([C:18]3[CH:23]=[CH:22][N:21]=[CH:20][CH:19]=3)=[C:12]3[S:13][CH2:14][CH:15](O)[N:11]3[N:10]=2)[CH:6]=[CH:7][CH:8]=1.FC(F)(F)C(OC(=O)C(F)(F)F)=O.C(N(CC)CC)C. Given the product [CH3:1][O:2][C:3]1[CH:4]=[C:5]([C:9]2[C:17]([C:18]3[CH:23]=[CH:22][N:21]=[CH:20][CH:19]=3)=[C:12]3[S:13][CH:14]=[CH:15][N:11]3[N:10]=2)[CH:6]=[CH:7][CH:8]=1, predict the reactants needed to synthesize it. (6) Given the product [Br:14][C:15]1[CH:20]=[C:19]([Cl:21])[CH:18]=[CH:17][C:16]=1[S:22][CH2:24][CH:23]([O:25][CH2:9][CH3:10])[O:26][CH2:27][CH3:28], predict the reactants needed to synthesize it. The reactants are: C(=O)([O-])[O-].[K+].[K+].CO[CH:9](OC)[CH2:10]Br.[Br:14][C:15]1[CH:20]=[C:19]([Cl:21])[CH:18]=[CH:17][C:16]=1[SH:22].[C:23]([O:26][CH2:27][CH3:28])(=[O:25])[CH3:24]. (7) The reactants are: I[C:2]1[CH:7]=[CH:6][CH:5]=[CH:4][C:3]=1[N+:8]([O-])=O.[CH3:11][O:12][C:13](=[O:23])[CH2:14][CH2:15][CH2:16][CH2:17][CH2:18][NH:19][C:20](=O)[CH3:21]. Given the product [CH3:11][O:12][C:13](=[O:23])[CH2:14][CH2:15][CH2:16][CH2:17][CH2:18][N:19]1[C:2]2[CH:7]=[CH:6][CH:5]=[CH:4][C:3]=2[N:8]=[C:20]1[CH3:21], predict the reactants needed to synthesize it. (8) Given the product [Cl:1][C:2]1[CH:3]=[C:4]([CH:23]=[CH:24][C:25]=1[Cl:26])[CH2:5][N:6]1[C:7](=[O:22])[C:8]2[C:17](=[C:16]([OH:20])[C:15]3[N:14]=[CH:13][CH:12]=[N:11][C:10]=3[C:9]=2[O:21][C:32](=[O:33])[CH2:31][CH2:30][O:29][CH2:27][CH3:28])[C:18]1=[O:19], predict the reactants needed to synthesize it. The reactants are: [Cl:1][C:2]1[CH:3]=[C:4]([CH:23]=[CH:24][C:25]=1[Cl:26])[CH2:5][N:6]1[C:18](=[O:19])[C:17]2[C:8](=[C:9]([OH:21])[C:10]3[N:11]=[CH:12][CH:13]=[N:14][C:15]=3[C:16]=2[OH:20])[C:7]1=[O:22].[CH2:27]([O:29][CH2:30][CH2:31][C:32](O)=[O:33])[CH3:28].CN(C(ON1N=NC2C=CC=CC1=2)=[N+](C)C)C.[B-](F)(F)(F)F.C(N(CC)CC)C. (9) Given the product [F:49][C:48]([F:51])([F:50])[C:46]([OH:52])=[O:47].[C:6]([CH2:7][CH:8]1[C:14]2[CH:15]=[CH:16][CH:17]=[CH:18][C:13]=2[N:12]([CH2:19][C:20]([NH:22][CH2:23][CH2:24][CH2:25][CH2:26][C:27]2[N:36]=[C:35]3[C:30]([CH2:31][CH2:32][CH2:33][NH:34]3)=[CH:29][CH:28]=2)=[O:21])[C:11](=[O:44])[CH2:10][CH2:9]1)([OH:45])=[O:5], predict the reactants needed to synthesize it. The reactants are: C([O:5][C:6](=[O:45])[CH2:7][CH:8]1[C:14]2[CH:15]=[CH:16][CH:17]=[CH:18][C:13]=2[N:12]([CH2:19][C:20]([NH:22][CH2:23][CH2:24][CH2:25][CH2:26][C:27]2[N:36]=[C:35]3[C:30]([CH2:31][CH2:32][CH2:33][N:34]3C(OC(C)(C)C)=O)=[CH:29][CH:28]=2)=[O:21])[C:11](=[O:44])[CH2:10][CH2:9]1)(C)(C)C.[C:46]([OH:52])([C:48]([F:51])([F:50])[F:49])=[O:47]. (10) Given the product [CH3:1][C@:2]1([NH:8][C:9]2[CH:14]=[N:13][C:12]([C:15]([F:18])([F:16])[F:17])=[CH:11][N:10]=2)[CH2:6][CH2:5][CH2:4][C@@H:3]1[NH:7][C:30]([C:25]1[C:24]([N:20]2[N:21]=[CH:22][CH:23]=[N:19]2)=[CH:29][CH:28]=[CH:27][N:26]=1)=[O:31], predict the reactants needed to synthesize it. The reactants are: [CH3:1][C@:2]1([NH:8][C:9]2[CH:14]=[N:13][C:12]([C:15]([F:18])([F:17])[F:16])=[CH:11][N:10]=2)[CH2:6][CH2:5][CH2:4][C@@H:3]1[NH2:7].[N:19]1[N:20]([C:24]2[C:25]([C:30](O)=[O:31])=[N:26][CH:27]=[CH:28][CH:29]=2)[N:21]=[CH:22][CH:23]=1.C(Cl)CCl.N1C2C(=NC=CC=2)N(O)N=1.CCN(C(C)C)C(C)C.